From a dataset of Drug-target binding data from BindingDB using IC50 measurements. Regression. Given a target protein amino acid sequence and a drug SMILES string, predict the binding affinity score between them. We predict pIC50 (pIC50 = -log10(IC50 in M); higher means more potent). Dataset: bindingdb_ic50. (1) The compound is O=c1c(-c2ccc(O)cc2)coc2cc(O)cc(O)c12. The target protein (P47989) has sequence MTADKLVFFVNGRKVVEKNADPETTLLAYLRRKLGLSGTKLGCGEGGCGACTVMLSKYDRLQNKIVHFSANACLAPICSLHHVAVTTVEGIGSTKTRLHPVQERIAKSHGSQCGFCTPGIVMSMYTLLRNQPEPTMEEIENAFQGNLCRCTGYRPILQGFRTFARDGGCCGGDGNNPNCCMNQKKDHSVSLSPSLFKPEEFTPLDPTQEPIFPPELLRLKDTPRKQLRFEGERVTWIQASTLKELLDLKAQHPDAKLVVGNTEIGIEMKFKNMLFPMIVCPAWIPELNSVEHGPDGISFGAACPLSIVEKTLVDAVAKLPAQKTEVFRGVLEQLRWFAGKQVKSVASVGGNIITASPISDLNPVFMASGAKLTLVSRGTRRTVQMDHTFFPGYRKTLLSPEEILLSIEIPYSREGEYFSAFKQASRREDDIAKVTSGMRVLFKPGTTEVQELALCYGGMANRTISALKTTQRQLSKLWKEELLQDVCAGLAEELHLPPDA.... The pIC50 is 3.0. (2) The small molecule is Cc1cc(COc2ccc(C(=O)NC3(CC(=O)NO)CCN(C(=O)C(C)C)CC3)cc2)c2ccccc2n1. The target protein sequence is MLREQFSFDIAEEASKVCLAHLFTYQDFDMGTLGLAYVGSPRANSHGGVCPKAYYSPIGKKNIYLNSGLTSTKNYGKTILTKEADLVTTHELGHNFGAEHDPDGLAECAPNE. The pIC50 is 8.9. (3) The compound is CC(=O)N[C@@H]1[C@@H](N=[N+]=[N-])C=C(C(=O)O)O[C@H]1CN(Cc1ccccc1)OCc1ccccc1. The target protein sequence is MSIKMTSQRRRASIHKETDSNIKGVDMRFKNVKKTALMLAMFGMATSSNAALFDYNATGDTEFDSPAKQGWMQDNTNNGSGVLTNADGMPAWLVQGNGGRAQWTYSLSTNQHAQASSFGWRMTTEMKVLSGGMITNYYANGTQRVLPIISLDSSGNLVVEFEGQTGRTILATGTAATEYHKFELVFLPGSNPSASFYFDGKLIRDNIQPTASKQNMIVWGNGSSNTDGVAAYRDIKFEIQGDVIFRGPDRIPSIVASSVTPGVVTAFAEKRVGGGDPGALSNTNDIITRTSRDGGITWDTELNLTEQINVSDEFDFSDPRPIYDPSTNTVLVSYARWPTDAAQNGDRIKPWMPNGIFYSVYDVASGNWRAPIDVTDQVKERSFQIAGWGGSELYRRNTNLNSQQDWQSNAKIRIVDGAANQIQVADGGRKYVFTLSIDESGSLVANLNGVSDPIILQSERAKVHSFHDYELQYSALNRSTTLFVDGQAITTWTGEVSQEN.... The pIC50 is 3.0.